From a dataset of Peptide-MHC class I binding affinity with 185,985 pairs from IEDB/IMGT. Regression. Given a peptide amino acid sequence and an MHC pseudo amino acid sequence, predict their binding affinity value. This is MHC class I binding data. (1) The peptide sequence is SLAIDAYPL. The MHC is BoLA-T2C with pseudo-sequence BoLA-T2C. The binding affinity (normalized) is 0.710. (2) The peptide sequence is EGFLKAAMF. The MHC is HLA-B15:01 with pseudo-sequence HLA-B15:01. The binding affinity (normalized) is 0.0847. (3) The peptide sequence is EMMAKEEELV. The MHC is HLA-A02:06 with pseudo-sequence HLA-A02:06. The binding affinity (normalized) is 0.279. (4) The peptide sequence is LSPRTLNAW. The MHC is HLA-A32:01 with pseudo-sequence HLA-A32:01. The binding affinity (normalized) is 0.172. (5) The binding affinity (normalized) is 0.213. The MHC is HLA-A11:01 with pseudo-sequence HLA-A11:01. The peptide sequence is RAKFKQLL. (6) The MHC is Mamu-B08 with pseudo-sequence Mamu-B08. The binding affinity (normalized) is 0.313. The peptide sequence is IRFRYCAPP. (7) The peptide sequence is LLFNKVTLA. The binding affinity (normalized) is 0.477. The MHC is HLA-A68:02 with pseudo-sequence HLA-A68:02. (8) The peptide sequence is MGMEQTMSV. The MHC is HLA-B39:01 with pseudo-sequence HLA-B39:01. The binding affinity (normalized) is 0.0847. (9) The peptide sequence is FIFLLFLTL. The MHC is HLA-A02:01 with pseudo-sequence HLA-A02:01. The binding affinity (normalized) is 0.591.